Dataset: Peptide-MHC class I binding affinity with 185,985 pairs from IEDB/IMGT. Task: Regression. Given a peptide amino acid sequence and an MHC pseudo amino acid sequence, predict their binding affinity value. This is MHC class I binding data. The peptide sequence is DTPECPDDQR. The MHC is HLA-A68:01 with pseudo-sequence HLA-A68:01. The binding affinity (normalized) is 0.333.